This data is from Reaction yield outcomes from USPTO patents with 853,638 reactions. The task is: Predict the reaction yield, written as a fraction of the theoretical maximum amount of product (1.0 means a 100% yield; for example, 0.34 means a 34% yield). (1) The reactants are [NH2:1][C:2]1[C:11]([N+:12]([O-:14])=[O:13])=[CH:10][CH:9]=[C:8](Cl)[C:3]=1[C:4]([O:6][CH3:7])=[O:5].[C:16]([O:24][CH2:25][CH3:26])(=[O:23])[CH2:17][C:18]([O:20][CH2:21][CH3:22])=[O:19].C([O-])([O-])=O.[K+].[K+].Cl. The catalyst is CN(C=O)C. The product is [CH2:21]([O:20][C:18](=[O:19])[CH:17]([C:8]1[CH:9]=[CH:10][C:11]([N+:12]([O-:14])=[O:13])=[C:2]([NH2:1])[C:3]=1[C:4]([O:6][CH3:7])=[O:5])[C:16]([O:24][CH2:25][CH3:26])=[O:23])[CH3:22]. The yield is 0.760. (2) The reactants are [CH:1]([O:4][C:5]1[CH:10]=[CH:9][CH:8]=[C:7]([CH3:11])[CH:6]=1)([CH3:3])[CH3:2].O=P(Cl)(Cl)Cl.CN([CH:20]=[O:21])C.C([O-])(=O)C.[Na+]. No catalyst specified. The product is [CH:1]([O:4][C:5]1[CH:10]=[CH:9][C:8]([CH:20]=[O:21])=[C:7]([CH3:11])[CH:6]=1)([CH3:3])[CH3:2]. The yield is 0.260. (3) The reactants are [C:1]([NH:5][C:6]1[CH:11]=[CH:10][C:9]([N+:12]([O-:14])=[O:13])=[CH:8][CH:7]=1)([CH3:4])([CH3:3])[CH3:2].[Br:15]Br. The catalyst is CC(O)=O. The product is [Br:15][C:11]1[CH:10]=[C:9]([N+:12]([O-:14])=[O:13])[CH:8]=[CH:7][C:6]=1[NH:5][C:1]([CH3:4])([CH3:2])[CH3:3]. The yield is 0.430. (4) The reactants are [Cl:1][C:2]1[C:3]([NH:17][C:18]2[CH:26]=[CH:25][CH:24]=[CH:23][C:19]=2[C:20]([OH:22])=O)=[CH:4][C:5]([NH:8][C:9]2[N:13]([CH2:14][CH3:15])[N:12]=[C:11]([CH3:16])[CH:10]=2)=[N:6][CH:7]=1.C1C=C[C:30]2[N:35]([OH:36])N=NC=2C=1.C(Cl)CCl.CNO.CCN(C(C)C)C(C)C. The catalyst is CN(C)C=O. The product is [Cl:1][C:2]1[C:3]([NH:17][C:18]2[CH:26]=[CH:25][CH:24]=[CH:23][C:19]=2[C:20]([N:35]([OH:36])[CH3:30])=[O:22])=[CH:4][C:5]([NH:8][C:9]2[N:13]([CH2:14][CH3:15])[N:12]=[C:11]([CH3:16])[CH:10]=2)=[N:6][CH:7]=1. The yield is 0.231. (5) The reactants are [CH2:1]([O:3][C:4](=[O:10])[CH2:5][S:6]([CH3:9])(=[O:8])=[O:7])[CH3:2].[H-].[Na+].I[CH2:14][CH3:15].[Cl-].[NH4+]. The catalyst is CN(C=O)C.O. The product is [CH3:9][S:6]([CH:5]([CH2:14][CH3:15])[C:4]([O:3][CH2:1][CH3:2])=[O:10])(=[O:8])=[O:7]. The yield is 0.260. (6) The reactants are C(OC(=O)[NH:7][C:8]1[CH:12]=[C:11]([C:13]2[CH:18]=[CH:17][C:16]([CH3:19])=[CH:15][CH:14]=2)[N:10]([C:20]2[CH:25]=[C:24](C#N)[CH:23]=[CH:22][N:21]=2)[N:9]=1)(C)(C)C.[C:29]([OH:35])(C(F)(F)F)=[O:30]. No catalyst specified. The product is [NH2:7][C:8]1[CH:12]=[C:11]([C:13]2[CH:14]=[CH:15][C:16]([CH3:19])=[CH:17][CH:18]=2)[N:10]([C:20]2[CH:25]=[C:24]([C:29]([OH:35])=[O:30])[CH:23]=[CH:22][N:21]=2)[N:9]=1. The yield is 0.480. (7) The reactants are [C-:1]#[N:2].[K+].Cl[C:5]1[S:6][C:7]2[CH:13]=[CH:12][CH:11]=[CH:10][C:8]=2[N:9]=1.CCCCCCC.C(OCC)(=O)C. The catalyst is CS(C)=O. The product is [C:1]([C:5]1[S:6][C:7]2[CH:13]=[CH:12][CH:11]=[CH:10][C:8]=2[N:9]=1)#[N:2]. The yield is 0.570. (8) The reactants are [O:1]1CCO[CH:2]1[CH:6]=[CH:7][C:8]1[CH:17]=[CH:16][C:11]([C:12]([O:14][CH3:15])=[O:13])=[CH:10][CH:9]=1.C(O)(C(F)(F)F)=O. No catalyst specified. The product is [O:1]=[CH:2][CH:6]=[CH:7][C:8]1[CH:17]=[CH:16][C:11]([C:12]([O:14][CH3:15])=[O:13])=[CH:10][CH:9]=1. The yield is 1.00. (9) The reactants are C([O:4][C:5]1[CH:6]=[C:7]2[C:12](=[CH:13][C:14]=1[O:15][CH3:16])[N:11]=[CH:10][N:9]=[C:8]2Cl)(=O)C.[Cl:18][C:19]1[C:20]([F:26])=[C:21]([CH:23]=[CH:24][CH:25]=1)[NH2:22].Cl.N. The catalyst is C(#N)C. The product is [Cl:18][C:19]1[C:20]([F:26])=[C:21]([CH:23]=[CH:24][CH:25]=1)[NH:22][C:8]1[C:7]2[C:12](=[CH:13][C:14]([O:15][CH3:16])=[C:5]([OH:4])[CH:6]=2)[N:11]=[CH:10][N:9]=1. The yield is 0.950.